From a dataset of Forward reaction prediction with 1.9M reactions from USPTO patents (1976-2016). Predict the product of the given reaction. (1) The product is: [CH2:31]([N:16]([C:15]1[N:11]([C:3]2[C:2]([Cl:1])=[C:6]3[CH2:7][CH2:8][CH2:9][CH2:10][N:5]3[N:4]=2)[N:12]=[CH:13][C:14]=1[C:19]#[N:20])[CH:17]=[O:18])[CH2:30][C:29]#[CH:28]. Given the reactants [Cl:1][C:2]1[C:3]([N:11]2[C:15]([NH:16][CH:17]=[O:18])=[C:14]([C:19]#[N:20])[CH:13]=[N:12]2)=[N:4][N:5]2[CH2:10][CH2:9][CH2:8][CH2:7][C:6]=12.C(=O)([O-])[O-].[K+].[K+].Br[CH2:28][CH2:29][C:30]#[CH:31].O, predict the reaction product. (2) Given the reactants [N:1]1([CH2:6][C:7]2[CH:12]=[CH:11][C:10]([N:13]3[CH2:18][CH2:17][CH:16]([CH:19]=O)[CH2:15][CH2:14]3)=[CH:9][CH:8]=2)[CH2:5][CH2:4][CH2:3][CH2:2]1.[CH3:21][N:22]1[CH2:27][CH2:26][NH:25][CH2:24][CH2:23]1, predict the reaction product. The product is: [CH3:21][N:22]1[CH2:27][CH2:26][N:25]([CH2:19][CH:16]2[CH2:17][CH2:18][N:13]([C:10]3[CH:11]=[CH:12][C:7]([CH2:6][N:1]4[CH2:5][CH2:4][CH2:3][CH2:2]4)=[CH:8][CH:9]=3)[CH2:14][CH2:15]2)[CH2:24][CH2:23]1. (3) Given the reactants [I:1][C:2]1[CH:7]=[CH:6][C:5]([C:8](=O)[CH2:9][C:10](=O)[CH:11]=[CH:12]OC)=[CH:4][CH:3]=1.[NH2:17][NH:18][C:19]([NH2:21])=[S:20], predict the reaction product. The product is: [I:1][C:2]1[CH:7]=[CH:6][C:5]([C:8]2[NH:21][C:19](=[S:20])[N:18]3[N:17]=[CH:12][CH:11]=[C:10]3[CH:9]=2)=[CH:4][CH:3]=1. (4) Given the reactants Br[C:2]1[CH:7]=[CH:6][CH:5]=[CH:4][C:3]=1[CH2:8][N:9]([CH3:11])[CH3:10].[Li]CCCC.CCCCCC.CN([CH:26]=[O:27])C, predict the reaction product. The product is: [CH3:10][N:9]([CH2:8][C:3]1[CH:4]=[CH:5][CH:6]=[CH:7][C:2]=1[CH:26]=[O:27])[CH3:11]. (5) Given the reactants [C:1]1([NH:7][CH2:8][C:9]2[C:18]3[C:13](=[CH:14][CH:15]=[CH:16][CH:17]=3)[NH:12][C:11](=[O:19])[CH:10]=2)[CH:6]=[CH:5][CH:4]=[CH:3][CH:2]=1.[S:20]1[CH:24]=[C:23]([C:25](O)=[O:26])[N:22]=[CH:21]1, predict the reaction product. The product is: [O:19]=[C:11]1[CH:10]=[C:9]([CH2:8][N:7]([C:1]2[CH:2]=[CH:3][CH:4]=[CH:5][CH:6]=2)[C:25]([C:23]2[N:22]=[CH:21][S:20][CH:24]=2)=[O:26])[C:18]2[C:13](=[CH:14][CH:15]=[CH:16][CH:17]=2)[NH:12]1. (6) Given the reactants CS(C)=O.C(Cl)(=O)C(Cl)=O.[CH2:11]([O:18][CH2:19][CH:20]([CH3:23])[CH2:21][OH:22])[C:12]1[CH:17]=[CH:16][CH:15]=[CH:14][CH:13]=1.C(N(CC)CC)C, predict the reaction product. The product is: [CH2:11]([O:18][CH2:19][CH:20]([CH3:23])[CH:21]=[O:22])[C:12]1[CH:17]=[CH:16][CH:15]=[CH:14][CH:13]=1. (7) Given the reactants [Br:1][C:2]1[CH:7]=[CH:6][C:5]([C:8]2[N:12]([CH2:13][C@@H:14]3[CH2:18][CH2:17][N:16]([C:19]([CH:21]4[CH2:23][CH2:22]4)=[O:20])[CH2:15]3)[C:11]3[CH:24]=[C:25]([C:28](O)=[O:29])[CH:26]=[CH:27][C:10]=3[N:9]=2)=[CH:4][CH:3]=1.C1C=CC2N(O)N=NC=2C=1.C(Cl)CCl.[CH3:45][N:46]1[CH2:51][CH2:50][NH:49][CH2:48][CH2:47]1, predict the reaction product. The product is: [Br:1][C:2]1[CH:3]=[CH:4][C:5]([C:8]2[N:12]([CH2:13][C@@H:14]3[CH2:18][CH2:17][N:16]([C:19]([CH:21]4[CH2:22][CH2:23]4)=[O:20])[CH2:15]3)[C:11]3[CH:24]=[C:25]([C:28]([N:49]4[CH2:50][CH2:51][N:46]([CH3:45])[CH2:47][CH2:48]4)=[O:29])[CH:26]=[CH:27][C:10]=3[N:9]=2)=[CH:6][CH:7]=1. (8) Given the reactants C[CH2:2][O:3]C(C1N(C(OC(C)(C)C)=O)C2=NC=C(OC(=O)C3C=CC=CC=3)C=C2C=1)=O.[C:31]([O:35][C:36]([N:38]1[CH2:50][C@@H:49]([CH3:51])[N:48]2[C@H:40]([CH2:41][C:42]3[C:47]2=[N:46][C:45]([CH2:52][CH3:53])=[C:44](Br)[CH:43]=3)[CH2:39]1)=[O:37])([CH3:34])([CH3:33])[CH3:32], predict the reaction product. The product is: [C:31]([O:35][C:36]([N:38]1[CH2:50][C@@H:49]([CH3:51])[N:48]2[C@H:40]([CH2:41][C:42]3[C:47]2=[N:46][C:45]([CH2:52][CH3:53])=[C:44]([CH:2]=[O:3])[CH:43]=3)[CH2:39]1)=[O:37])([CH3:34])([CH3:33])[CH3:32]. (9) Given the reactants [CH2:1]([NH:3][C:4]1[CH:9]=[CH:8][C:7]([CH2:10][CH3:11])=[CH:6][CH:5]=1)[CH3:2].[Br:12][CH2:13][C:14]([OH:16])=O.C(Cl)CCl, predict the reaction product. The product is: [Br:12][CH2:13][C:14]([N:3]([CH2:1][CH3:2])[C:4]1[CH:9]=[CH:8][C:7]([CH2:10][CH3:11])=[CH:6][CH:5]=1)=[O:16].